Task: Predict the product of the given reaction.. Dataset: Forward reaction prediction with 1.9M reactions from USPTO patents (1976-2016) (1) Given the reactants C(OC(=O)[NH:10][C:11]1([CH3:18])[CH2:16][CH2:15][CH:14]([OH:17])[CH2:13][CH2:12]1)C1C=CC=CC=1.C([O-])=O.[NH4+], predict the reaction product. The product is: [NH2:10][C:11]1([CH3:18])[CH2:16][CH2:15][CH:14]([OH:17])[CH2:13][CH2:12]1. (2) Given the reactants C([O:3][C:4](=[O:32])[C:5]1[CH:10]=[C:9]([C:11]2[CH2:15][CH2:14][CH2:13][C:12]=2[C:16]2[CH:21]=[C:20]([Cl:22])[CH:19]=[CH:18][C:17]=2[O:23][CH2:24][C:25]2[CH:30]=[CH:29][C:28]([Cl:31])=[CH:27][CH:26]=2)[CH:8]=[N:7][CH:6]=1)C.[OH-].[Na+], predict the reaction product. The product is: [Cl:22][C:20]1[CH:19]=[CH:18][C:17]([O:23][CH2:24][C:25]2[CH:30]=[CH:29][C:28]([Cl:31])=[CH:27][CH:26]=2)=[C:16]([C:12]2[CH2:13][CH2:14][CH2:15][C:11]=2[C:9]2[CH:8]=[N:7][CH:6]=[C:5]([CH:10]=2)[C:4]([OH:32])=[O:3])[CH:21]=1.